This data is from NCI-60 drug combinations with 297,098 pairs across 59 cell lines. The task is: Regression. Given two drug SMILES strings and cell line genomic features, predict the synergy score measuring deviation from expected non-interaction effect. (1) Drug 1: CN(C)C1=NC(=NC(=N1)N(C)C)N(C)C. Drug 2: CS(=O)(=O)OCCCCOS(=O)(=O)C. Cell line: TK-10. Synergy scores: CSS=-3.81, Synergy_ZIP=1.59, Synergy_Bliss=3.86, Synergy_Loewe=-3.88, Synergy_HSA=-0.911. (2) Drug 1: CCCS(=O)(=O)NC1=C(C(=C(C=C1)F)C(=O)C2=CNC3=C2C=C(C=N3)C4=CC=C(C=C4)Cl)F. Synergy scores: CSS=5.52, Synergy_ZIP=4.45, Synergy_Bliss=6.96, Synergy_Loewe=4.00, Synergy_HSA=4.04. Drug 2: CC12CCC3C(C1CCC2O)C(CC4=C3C=CC(=C4)O)CCCCCCCCCS(=O)CCCC(C(F)(F)F)(F)F. Cell line: OVCAR3.